This data is from Forward reaction prediction with 1.9M reactions from USPTO patents (1976-2016). The task is: Predict the product of the given reaction. (1) Given the reactants Cl[C:2]1[CH:15]=[CH:14][C:13]([N+:16]([O-:18])=[O:17])=[CH:12][C:3]=1[C:4]([C:6]1[CH:11]=[CH:10][CH:9]=[CH:8][CH:7]=1)=O.O.[NH2:20][NH2:21].O, predict the reaction product. The product is: [N+:16]([C:13]1[CH:12]=[C:3]2[C:2](=[CH:15][CH:14]=1)[NH:21][N:20]=[C:4]2[C:6]1[CH:11]=[CH:10][CH:9]=[CH:8][CH:7]=1)([O-:18])=[O:17]. (2) Given the reactants Cl.[C:2]1([C:8]2[CH:9]=[C:10]([CH2:17][O:18][C:19]3[CH:20]=[C:21]4[C:25](=[CH:26][CH:27]=3)[NH:24][CH2:23][CH2:22]4)[S:11][C:12]=2[C:13]([F:16])([F:15])[F:14])[CH:7]=[CH:6][CH:5]=[CH:4][CH:3]=1.[CH2:28]([O:30][C:31](=[O:39])[CH2:32][CH2:33][CH2:34][CH2:35][C:36](O)=[O:37])[CH3:29].CCN=C=NCCCN(C)C.Cl.C1C=CC2N(O)N=NC=2C=1, predict the reaction product. The product is: [CH2:28]([O:30][C:31](=[O:39])[CH2:32][CH2:33][CH2:34][CH2:35][C:36](=[O:37])[N:24]1[C:25]2[C:21](=[CH:20][C:19]([O:18][CH2:17][C:10]3[S:11][C:12]([C:13]([F:16])([F:14])[F:15])=[C:8]([C:2]4[CH:3]=[CH:4][CH:5]=[CH:6][CH:7]=4)[CH:9]=3)=[CH:27][CH:26]=2)[CH2:22][CH2:23]1)[CH3:29].